This data is from Reaction yield outcomes from USPTO patents with 853,638 reactions. The task is: Predict the reaction yield, written as a fraction of the theoretical maximum amount of product (1.0 means a 100% yield; for example, 0.34 means a 34% yield). (1) The reactants are [NH2:1][C:2]1[C:11]([N+:12]([O-])=O)=[C:10]([Br:15])[CH:9]=[C:8]([O:16][CH3:17])[C:3]=1[C:4]([O:6][CH3:7])=[O:5].[H][H].[CH:20]([CH:22]=O)=O. The catalyst is CO.[Pd]. The product is [Br:15][C:10]1[C:11]2[N:12]=[CH:22][CH:20]=[N:1][C:2]=2[C:3]([C:4]([O:6][CH3:7])=[O:5])=[C:8]([O:16][CH3:17])[CH:9]=1. The yield is 0.0725. (2) The reactants are [N:1]([C:4]1([CH3:11])[CH:9]([OH:10])[CH2:8][CH:7]=[CH:6][CH2:5]1)=[N+:2]=[N-:3].[CH2:12]([NH2:19])[C:13]1[CH:18]=[CH:17][CH:16]=[CH:15][CH:14]=1.[BH3-]C#N.[Na+]. The catalyst is CO.C(Cl)Cl.CO. The product is [N:1]([C:4]1([CH3:11])[CH2:5][CH2:6][N:19]([CH2:12][C:13]2[CH:18]=[CH:17][CH:16]=[CH:15][CH:14]=2)[CH2:7][CH2:8][CH:9]1[OH:10])=[N+:2]=[N-:3]. The yield is 0.730. (3) The product is [N+:11]([C:14]1[CH:15]=[C:16]([CH:20]([CH3:26])[C:21]([O:23][CH3:24])=[O:22])[CH:17]=[CH:18][CH:19]=1)([O-:13])=[O:12]. The catalyst is C1COCC1. The yield is 0.300. The reactants are C[Si](C)(C)[N-][Si](C)(C)C.[Li+].[N+:11]([C:14]1[CH:15]=[C:16]([CH2:20][C:21]([O:23][CH3:24])=[O:22])[CH:17]=[CH:18][CH:19]=1)([O-:13])=[O:12].I[CH3:26].[Cl-].[NH4+]. (4) The reactants are Br[C:2]1[CH:7]=[CH:6][C:5]([Br:8])=[CH:4][N:3]=1.[CH2:9]([O:11][C:12]1[CH:13]=[CH:14][C:15]([F:21])=[C:16](B(O)O)[CH:17]=1)[CH3:10]. No catalyst specified. The product is [Br:8][C:5]1[CH:6]=[CH:7][C:2]([C:14]2[CH:13]=[C:12]([O:11][CH2:9][CH3:10])[CH:17]=[CH:16][C:15]=2[F:21])=[N:3][CH:4]=1. The yield is 0.470.